Task: Predict which catalyst facilitates the given reaction.. Dataset: Catalyst prediction with 721,799 reactions and 888 catalyst types from USPTO (1) Reactant: [N:1]1[N:2]([C:10]2[CH:11]=[C:12]([CH2:21][CH2:22][C:23](O)=[O:24])[CH:13]=[C:14]([C:17]([CH3:20])([CH3:19])[CH3:18])[C:15]=2[OH:16])[N:3]=[C:4]2[CH:9]=[CH:8][CH:7]=[CH:6][C:5]=12.[CH3:26][CH2:27][O:28][C:29]([CH2:31][NH:32][CH2:33][C:34]([O:36][CH2:37][CH3:38])=[O:35])=[O:30].Cl.CN(C)CCCN=C=NCC.O.OC1C2N=NNC=2C=CC=1.C(N(C(C)C)CC)(C)C. Product: [N:1]1[N:2]([C:10]2[CH:11]=[C:12]([CH2:21][CH2:22][C:23]([N:32]([CH2:31][C:29]([O:28][CH2:27][CH3:26])=[O:30])[CH2:33][C:34]([O:36][CH2:37][CH3:38])=[O:35])=[O:24])[CH:13]=[C:14]([C:17]([CH3:18])([CH3:20])[CH3:19])[C:15]=2[OH:16])[N:3]=[C:4]2[CH:9]=[CH:8][CH:7]=[CH:6][C:5]=12. The catalyst class is: 9. (2) Reactant: [CH3:1][C:2]([CH3:25])([CH2:17][O:18][CH:19]1[CH2:24][CH2:23][CH2:22][CH2:21][O:20]1)[CH2:3][CH2:4][CH2:5][N:6]1C(=O)C2C(=CC=CC=2)C1=O.NN.O.CCOC(C)=O. Product: [CH3:1][C:2]([CH3:25])([CH2:17][O:18][CH:19]1[CH2:24][CH2:23][CH2:22][CH2:21][O:20]1)[CH2:3][CH2:4][CH2:5][NH2:6]. The catalyst class is: 5.